From a dataset of Peptide-MHC class II binding affinity with 134,281 pairs from IEDB. Regression. Given a peptide amino acid sequence and an MHC pseudo amino acid sequence, predict their binding affinity value. This is MHC class II binding data. The peptide sequence is GEPLSYTRFSLARQV. The MHC is HLA-DPA10301-DPB10402 with pseudo-sequence HLA-DPA10301-DPB10402. The binding affinity (normalized) is 0.636.